From a dataset of Forward reaction prediction with 1.9M reactions from USPTO patents (1976-2016). Predict the product of the given reaction. (1) Given the reactants [CH2:1]([O:3][C:4](=[O:19])[C@H:5]([CH2:7][C:8]1[C:16]2[C:11](=[CH:12][CH:13]=[CH:14][C:15]=2[C:17]#[N:18])[NH:10][CH:9]=1)[NH2:6])[CH3:2].C(N(CC)CC)C.[CH3:27][C:28]([O:31][C:32](O[C:32]([O:31][C:28]([CH3:30])([CH3:29])[CH3:27])=[O:33])=[O:33])([CH3:30])[CH3:29], predict the reaction product. The product is: [CH2:1]([O:3][C:4](=[O:19])[C@H:5]([CH2:7][C:8]1[C:16]2[C:11](=[CH:12][CH:13]=[CH:14][C:15]=2[C:17]#[N:18])[NH:10][CH:9]=1)[NH:6][C:32]([O:31][C:28]([CH3:30])([CH3:29])[CH3:27])=[O:33])[CH3:2]. (2) Given the reactants C([O:8][CH2:9][CH2:10][O:11][CH2:12][C:13]([CH3:16])([OH:15])[CH3:14])C1C=CC=CC=1, predict the reaction product. The product is: [OH:8][CH2:9][CH2:10][O:11][CH2:12][C:13]([CH3:16])([OH:15])[CH3:14].